This data is from Reaction yield outcomes from USPTO patents with 853,638 reactions. The task is: Predict the reaction yield, written as a fraction of the theoretical maximum amount of product (1.0 means a 100% yield; for example, 0.34 means a 34% yield). The reactants are [C:1]([C:5]1[CH:6]=[C:7]([CH3:12])[CH:8]=[C:9]([CH3:11])[CH:10]=1)([CH3:4])([CH3:3])[CH3:2].C1C(=O)N([Br:20])C(=O)C1. The catalyst is C(Cl)(Cl)(Cl)Cl.C(OOC(=O)C1C=CC=CC=1)(=O)C1C=CC=CC=1. The product is [Br:20][CH2:11][C:9]1[CH:8]=[C:7]([CH3:12])[CH:6]=[C:5]([C:1]([CH3:4])([CH3:3])[CH3:2])[CH:10]=1. The yield is 0.730.